From a dataset of NCI-60 drug combinations with 297,098 pairs across 59 cell lines. Regression. Given two drug SMILES strings and cell line genomic features, predict the synergy score measuring deviation from expected non-interaction effect. (1) Synergy scores: CSS=42.8, Synergy_ZIP=5.70, Synergy_Bliss=5.37, Synergy_Loewe=-42.6, Synergy_HSA=6.35. Drug 2: CC1=C2C(C(=O)C3(C(CC4C(C3C(C(C2(C)C)(CC1OC(=O)C(C(C5=CC=CC=C5)NC(=O)OC(C)(C)C)O)O)OC(=O)C6=CC=CC=C6)(CO4)OC(=O)C)O)C)O. Cell line: SF-295. Drug 1: CN1CCC(CC1)COC2=C(C=C3C(=C2)N=CN=C3NC4=C(C=C(C=C4)Br)F)OC. (2) Drug 1: C1CCC(C1)C(CC#N)N2C=C(C=N2)C3=C4C=CNC4=NC=N3. Drug 2: C1=C(C(=O)NC(=O)N1)N(CCCl)CCCl. Cell line: MOLT-4. Synergy scores: CSS=71.6, Synergy_ZIP=6.05, Synergy_Bliss=7.14, Synergy_Loewe=-5.63, Synergy_HSA=8.44. (3) Drug 1: CNC(=O)C1=NC=CC(=C1)OC2=CC=C(C=C2)NC(=O)NC3=CC(=C(C=C3)Cl)C(F)(F)F. Drug 2: CC1C(C(CC(O1)OC2CC(CC3=C2C(=C4C(=C3O)C(=O)C5=CC=CC=C5C4=O)O)(C(=O)C)O)N)O. Cell line: SW-620. Synergy scores: CSS=60.4, Synergy_ZIP=4.76, Synergy_Bliss=6.44, Synergy_Loewe=-2.78, Synergy_HSA=6.77. (4) Drug 1: C1=NC(=NC(=O)N1C2C(C(C(O2)CO)O)O)N. Drug 2: C1CN(CCN1C(=O)CCBr)C(=O)CCBr. Cell line: SK-MEL-28. Synergy scores: CSS=26.5, Synergy_ZIP=-4.26, Synergy_Bliss=-0.581, Synergy_Loewe=3.06, Synergy_HSA=3.88. (5) Drug 2: CC1CCCC2(C(O2)CC(NC(=O)CC(C(C(=O)C(C1O)C)(C)C)O)C(=CC3=CSC(=N3)C)C)C. Cell line: A498. Synergy scores: CSS=34.7, Synergy_ZIP=-2.50, Synergy_Bliss=-3.17, Synergy_Loewe=-14.8, Synergy_HSA=-2.34. Drug 1: C1CN1P(=S)(N2CC2)N3CC3. (6) Drug 1: CCC1=CC2CC(C3=C(CN(C2)C1)C4=CC=CC=C4N3)(C5=C(C=C6C(=C5)C78CCN9C7C(C=CC9)(C(C(C8N6C)(C(=O)OC)O)OC(=O)C)CC)OC)C(=O)OC.C(C(C(=O)O)O)(C(=O)O)O. Drug 2: C(CC(=O)O)C(=O)CN.Cl. Cell line: MCF7. Synergy scores: CSS=22.1, Synergy_ZIP=-5.85, Synergy_Bliss=-6.09, Synergy_Loewe=-29.8, Synergy_HSA=-5.93. (7) Drug 1: C1C(C(OC1N2C=NC3=C2NC=NCC3O)CO)O. Drug 2: CC1C(C(CC(O1)OC2CC(CC3=C2C(=C4C(=C3O)C(=O)C5=C(C4=O)C(=CC=C5)OC)O)(C(=O)CO)O)N)O.Cl. Cell line: LOX IMVI. Synergy scores: CSS=50.2, Synergy_ZIP=1.06, Synergy_Bliss=-1.52, Synergy_Loewe=-36.0, Synergy_HSA=-1.91. (8) Drug 1: CC(C1=C(C=CC(=C1Cl)F)Cl)OC2=C(N=CC(=C2)C3=CN(N=C3)C4CCNCC4)N. Drug 2: C1=CC(=CC=C1C#N)C(C2=CC=C(C=C2)C#N)N3C=NC=N3. Cell line: SW-620. Synergy scores: CSS=13.1, Synergy_ZIP=1.30, Synergy_Bliss=1.58, Synergy_Loewe=-5.43, Synergy_HSA=-0.241.